This data is from Catalyst prediction with 721,799 reactions and 888 catalyst types from USPTO. The task is: Predict which catalyst facilitates the given reaction. (1) Reactant: [C:1]([OH:7])([C:3]([F:6])([F:5])[F:4])=[O:2].[CH2:8]([C:10]1[CH:15]=[C:14]([C:16]2[S:20][C:19]([C:21]([O:23]C(C)(C)C)=[O:22])=[N:18][CH:17]=2)[CH:13]=[CH:12][N:11]=1)[CH3:9]. Product: [F:4][C:3]([F:6])([F:5])[C:1]([OH:7])=[O:2].[CH2:8]([C:10]1[CH:15]=[C:14]([C:16]2[S:20][C:19]([C:21]([OH:23])=[O:22])=[N:18][CH:17]=2)[CH:13]=[CH:12][N:11]=1)[CH3:9]. The catalyst class is: 2. (2) Product: [Br:1][C:2]1[C:3]([F:12])=[C:4]2[C:10]([NH:11][C:19]([C:16]3[CH:15]=[C:14]([CH3:13])[O:18][N:17]=3)=[O:20])=[CH:9][NH:8][C:5]2=[N:6][CH:7]=1. The catalyst class is: 2. Reactant: [Br:1][C:2]1[C:3]([F:12])=[C:4]2[C:10]([NH2:11])=[CH:9][NH:8][C:5]2=[N:6][CH:7]=1.[CH3:13][C:14]1[O:18][N:17]=[C:16]([C:19](O)=[O:20])[CH:15]=1.C(N(CC)CC)C.C1N(P(Cl)(N2C(=O)OCC2)=O)C(=O)OC1.[Li+].[OH-].